Dataset: Full USPTO retrosynthesis dataset with 1.9M reactions from patents (1976-2016). Task: Predict the reactants needed to synthesize the given product. Given the product [Br:19][C:13]1[N:12]([CH3:16])[C:11]2[C:6]([CH:3]([CH2:4][CH3:5])[CH2:1][CH3:2])=[CH:7][CH:8]=[CH:9][C:10]=2[N:14]=1, predict the reactants needed to synthesize it. The reactants are: [CH2:1]([CH:3]([C:6]1[C:11]2[N:12]([CH3:16])[C:13](=O)[NH:14][C:10]=2[CH:9]=[CH:8][CH:7]=1)[CH2:4][CH3:5])[CH3:2].P(Br)(Br)([Br:19])=O.